This data is from Catalyst prediction with 721,799 reactions and 888 catalyst types from USPTO. The task is: Predict which catalyst facilitates the given reaction. (1) Reactant: [CH:1]1([C@H:6]2[C:33](=[O:34])[N:32]3[CH2:35][C@@H:29]([CH2:30][C@H:31]3[C:36]([NH:38][C@:39]3([C:44](=[O:52])[NH:45][S:46]([CH:49]4[CH2:51][CH2:50]4)(=[O:48])=[O:47])[CH2:41][C@H:40]3[CH:42]=[CH2:43])=[O:37])[O:28][C:18]3=[N:19][C:20]4[CH:21]=[CH:22][CH:23]=[CH:24][C:25]=4[C:26]([OH:27])=[C:17]3[CH2:16][CH:15]=[CH:14][CH2:13][CH2:12][C@@H:11]3[CH2:53][CH2:54][CH2:55][C@H:10]3[O:9][C:8](=[O:56])[NH:7]2)[CH2:5][CH2:4][CH2:3][CH2:2]1.C(N(CC)CC)C.[P:64](Cl)([O:69][CH2:70][CH3:71])([O:66][CH2:67][CH3:68])=[O:65]. Product: [P:64]([O:69][CH2:70][CH3:71])([O:66][CH2:67][CH3:68])([O:27][C:26]1[C:25]2[CH:24]=[CH:23][CH:22]=[CH:21][C:20]=2[N:19]=[C:18]2[O:28][C@H:29]3[CH2:35][N:32]([C:33](=[O:34])[C@H:6]([CH:1]4[CH2:5][CH2:4][CH2:3][CH2:2]4)[NH:7][C:8](=[O:56])[O:9][C@@H:10]4[CH2:55][CH2:54][CH2:53][C@H:11]4[CH2:12][CH2:13][CH:14]=[CH:15][CH2:16][C:17]=12)[C@H:31]([C:36](=[O:37])[NH:38][C@:39]1([C:44](=[O:52])[NH:45][S:46]([CH:49]2[CH2:50][CH2:51]2)(=[O:47])=[O:48])[CH2:41][C@H:40]1[CH:42]=[CH2:43])[CH2:30]3)=[O:65]. The catalyst class is: 4. (2) Product: [CH2:1]([O:3][C:4]1[CH:12]=[CH:11][C:7]([C:8]([N:30]2[CH2:31][CH2:32][N:27]([C:22]3[CH:23]=[CH:24][CH:25]=[CH:26][N:21]=3)[CH2:28][CH2:29]2)=[O:10])=[CH:6][C:5]=1[C:13]#[C:14][C:15]1[CH:20]=[CH:19][CH:18]=[CH:17][N:16]=1)[CH3:2]. The catalyst class is: 2. Reactant: [CH2:1]([O:3][C:4]1[CH:12]=[CH:11][C:7]([C:8]([OH:10])=O)=[CH:6][C:5]=1[C:13]#[C:14][C:15]1[CH:20]=[CH:19][CH:18]=[CH:17][N:16]=1)[CH3:2].[N:21]1[CH:26]=[CH:25][CH:24]=[CH:23][C:22]=1[N:27]1[CH2:32][CH2:31][NH:30][CH2:29][CH2:28]1.C(N(CC)CC)C.C1CN([P+](ON2N=NC3C=CC=CC2=3)(N2CCCC2)N2CCCC2)CC1.F[P-](F)(F)(F)(F)F. (3) Reactant: [F:1][C:2]([F:13])([F:12])[C:3]1[O:7][N:6]=[C:5]([CH:8](O)[CH2:9][CH3:10])[CH:4]=1.C1(P(C2C=CC=CC=2)C2C=CC=CC=2)C=CC=CC=1.C(Br)(Br)(Br)[Br:34]. Product: [Br:34][CH:8]([C:5]1[CH:4]=[C:3]([C:2]([F:13])([F:12])[F:1])[O:7][N:6]=1)[CH2:9][CH3:10]. The catalyst class is: 27. (4) Reactant: [CH:1]([C:4]1[CH:5]=[C:6]([C@@H:10]([NH:12][S@](C(C)(C)C)=O)[CH3:11])[CH:7]=[CH:8][CH:9]=1)([CH3:3])[CH3:2]. Product: [CH:1]([C:4]1[CH:5]=[C:6]([C@@H:10]([NH2:12])[CH3:11])[CH:7]=[CH:8][CH:9]=1)([CH3:3])[CH3:2]. The catalyst class is: 5. (5) Reactant: [I:1][C:2]1[CH:3]=[CH:4][C:5]([NH:8][NH2:9])=[N:6][CH:7]=1.C1N=CN([C:15](N2C=NC=C2)=[O:16])C=1. Product: [I:1][C:2]1[CH:3]=[CH:4][C:5]2[N:6]([C:15](=[O:16])[NH:9][N:8]=2)[CH:7]=1. The catalyst class is: 4. (6) Reactant: [C:1]([O:5][C:6](=[O:43])[N:7]([CH2:9][C@@H:10]([O:35][Si:36]([C:39]([CH3:42])([CH3:41])[CH3:40])([CH3:38])[CH3:37])[CH2:11][O:12][C:13]1[CH:18]=[CH:17][C:16]([Cl:19])=[C:15]([C:20]2[N:25]=[C:24](Cl)[C:23]([CH3:27])=[C:22]([C:28]3[C:29]([CH3:34])=[N:30][O:31][C:32]=3[CH3:33])[N:21]=2)[CH:14]=1)[CH3:8])([CH3:4])([CH3:3])[CH3:2].Cl.[N:45]1[C:50]2[CH2:51][NH:52][CH2:53][C:49]=2[CH:48]=[N:47][CH:46]=1.C(N(CC)CC)C. Product: [C:1]([O:5][C:6](=[O:43])[N:7]([CH2:9][C@@H:10]([O:35][Si:36]([C:39]([CH3:42])([CH3:40])[CH3:41])([CH3:38])[CH3:37])[CH2:11][O:12][C:13]1[CH:18]=[CH:17][C:16]([Cl:19])=[C:15]([C:20]2[N:25]=[C:24]([N:52]3[CH2:53][C:49]4[CH:48]=[N:47][CH:46]=[N:45][C:50]=4[CH2:51]3)[C:23]([CH3:27])=[C:22]([C:28]3[C:29]([CH3:34])=[N:30][O:31][C:32]=3[CH3:33])[N:21]=2)[CH:14]=1)[CH3:8])([CH3:2])([CH3:4])[CH3:3]. The catalyst class is: 58. (7) Reactant: [F:1][C:2]1[C:18]([N+:19]([O-])=O)=[CH:17][CH:16]=[C:15]([F:22])[C:3]=1[C:4]([N:6]1[CH2:10][CH2:9][CH2:8][C@H:7]1[C:11]([O:13][CH3:14])=[O:12])=[O:5]. Product: [NH2:19][C:18]1[C:2]([F:1])=[C:3]([C:15]([F:22])=[CH:16][CH:17]=1)[C:4]([N:6]1[CH2:10][CH2:9][CH2:8][C@H:7]1[C:11]([O:13][CH3:14])=[O:12])=[O:5]. The catalyst class is: 45. (8) Reactant: Cl.[CH3:2][NH:3][O:4][CH3:5].[F:6][C:7]([F:15])([F:14])[C:8]1([C:11](O)=[O:12])[CH2:10][CH2:9]1.C(Cl)CCl.O.OC1C2N=NNC=2C=CC=1.CN1CCOCC1. The catalyst class is: 124. Product: [CH3:5][O:4][N:3]([CH3:2])[C:11]([C:8]1([C:7]([F:15])([F:14])[F:6])[CH2:10][CH2:9]1)=[O:12]. (9) Reactant: [F:1][C:2]1[C:7]([O:8]C)=[CH:6][CH:5]=[CH:4][C:3]=1[C:10]1[CH:11]=[C:12]([NH:16][CH2:17][C:18]2[CH:19]=[C:20]([OH:24])[CH:21]=[CH:22][CH:23]=2)[CH:13]=[N:14][CH:15]=1. Product: [F:1][C:2]1[C:3]([C:10]2[CH:15]=[N:14][CH:13]=[C:12]([NH:16][CH2:17][C:18]3[CH:23]=[CH:22][CH:21]=[C:20]([OH:24])[CH:19]=3)[CH:11]=2)=[CH:4][CH:5]=[CH:6][C:7]=1[OH:8]. The catalyst class is: 2.